This data is from Reaction yield outcomes from USPTO patents with 853,638 reactions. The task is: Predict the reaction yield, written as a fraction of the theoretical maximum amount of product (1.0 means a 100% yield; for example, 0.34 means a 34% yield). (1) The reactants are [CH:1]1([N:7]2[C:12]([OH:13])=[C:11]([C:14]([NH:16][CH2:17][C:18]([O:20]CC)=[O:19])=[O:15])[C:10](=[O:23])[NH:9][C:8]2=[O:24])[CH2:6][CH2:5][CH2:4][CH2:3][CH2:2]1.C(=O)([O-])[O-].[K+].[K+].[CH3:31][O:32][C:33]1[CH:34]=[C:35]([CH:38]=[C:39]([O:41][CH3:42])[CH:40]=1)[CH2:36]Br.Cl. The catalyst is CC(N(C)C)=O. The product is [CH3:42][O:41][C:39]1[CH:38]=[C:35]([CH2:36][N:9]2[C:10](=[O:23])[C:11]([C:14]([NH:16][CH2:17][C:18]([OH:20])=[O:19])=[O:15])=[C:12]([OH:13])[N:7]([CH:1]3[CH2:2][CH2:3][CH2:4][CH2:5][CH2:6]3)[C:8]2=[O:24])[CH:34]=[C:33]([O:32][CH3:31])[CH:40]=1. The yield is 0.410. (2) The reactants are [Br:1][C:2]1[C:3]2[CH:17]=[CH:16][CH:15]=[CH:14][C:4]=2[S:5][C:6]=1[C:7](=O)[CH:8]=[CH:9]N(C)C.[NH2:18][C:19]([NH2:21])=[NH:20]. The catalyst is C(O)C. The product is [Br:1][C:2]1[C:3]2[CH:17]=[CH:16][CH:15]=[CH:14][C:4]=2[S:5][C:6]=1[C:7]1[CH:8]=[CH:9][N:18]=[C:19]([NH2:21])[N:20]=1. The yield is 0.946.